This data is from NCI-60 drug combinations with 297,098 pairs across 59 cell lines. The task is: Regression. Given two drug SMILES strings and cell line genomic features, predict the synergy score measuring deviation from expected non-interaction effect. Drug 1: COC1=CC(=CC(=C1O)OC)C2C3C(COC3=O)C(C4=CC5=C(C=C24)OCO5)OC6C(C(C7C(O6)COC(O7)C8=CC=CS8)O)O. Drug 2: C(CN)CNCCSP(=O)(O)O. Cell line: PC-3. Synergy scores: CSS=9.15, Synergy_ZIP=-3.85, Synergy_Bliss=0.247, Synergy_Loewe=-12.6, Synergy_HSA=-0.366.